From a dataset of Forward reaction prediction with 1.9M reactions from USPTO patents (1976-2016). Predict the product of the given reaction. (1) Given the reactants [NH2:1][C:2]1[CH:23]=[CH:22][C:5]([CH2:6][N:7]2[C:15]3[C:10](=[CH:11][CH:12]=[CH:13][CH:14]=3)[C:9]([CH2:16][C:17]([O:19][CH2:20][CH3:21])=[O:18])=[N:8]2)=[CH:4][CH:3]=1.C(N(CC)CC)C.[C:31]([C:33]1[CH:41]=[CH:40][C:36]([C:37](Cl)=[O:38])=[CH:35][CH:34]=1)#[N:32].C(=O)(O)[O-].[Na+], predict the reaction product. The product is: [C:31]([C:33]1[CH:41]=[CH:40][C:36]([C:37]([NH:1][C:2]2[CH:3]=[CH:4][C:5]([CH2:6][N:7]3[C:15]4[C:10](=[CH:11][CH:12]=[CH:13][CH:14]=4)[C:9]([CH2:16][C:17]([O:19][CH2:20][CH3:21])=[O:18])=[N:8]3)=[CH:22][CH:23]=2)=[O:38])=[CH:35][CH:34]=1)#[N:32]. (2) Given the reactants [BrH:1].C([CH:6]1[CH:11]([OH:12])[CH:10]([C:13]2[CH:18]=[CH:17][C:16]([OH:19])=[CH:15][CH:14]=2)[CH:9]([CH2:20][OH:21])[CH2:8][N:7]1CC1C=CC=CC=1)(C)(C)C, predict the reaction product. The product is: [BrH:1].[OH:21][CH2:20][CH:9]1[CH2:8][NH:7][CH2:6][CH:11]([OH:12])[CH:10]1[C:13]1[CH:18]=[CH:17][C:16]([OH:19])=[CH:15][CH:14]=1. (3) Given the reactants [C:1]([N:5]1[CH2:10][CH2:9][N:8](C(OC(C)(C)C)=O)[C@@H:7]([C:18]([N:20]2[CH2:25][CH2:24][NH:23][CH2:22][CH2:21]2)=[O:19])[CH2:6]1)([CH3:4])([CH3:3])[CH3:2].[N:26]([C:29]1[CH:34]=[CH:33][C:32]([CH3:35])=[C:31]([C:36]([F:39])([F:38])[F:37])[CH:30]=1)=[C:27]=[O:28], predict the reaction product. The product is: [C:1]([N:5]1[CH2:10][CH2:9][NH:8][C@@H:7]([C:18]([N:20]2[CH2:25][CH2:24][N:23]([C:27]([NH:26][C:29]3[CH:34]=[CH:33][C:32]([CH3:35])=[C:31]([C:36]([F:37])([F:38])[F:39])[CH:30]=3)=[O:28])[CH2:22][CH2:21]2)=[O:19])[CH2:6]1)([CH3:4])([CH3:2])[CH3:3]. (4) Given the reactants [N+:1]([C:4]1[CH:5]=[C:6]([CH:10]=[C:11]([C:13]([F:16])([F:15])[F:14])[CH:12]=1)[C:7]([OH:9])=O)([O-:3])=[O:2].OC1C2N=NNC=2C=CC=1.CCN=C=NCCCN(C)C.[NH:38]1[CH2:43][CH2:42][O:41][CH2:40][CH2:39]1, predict the reaction product. The product is: [N:38]1([C:7]([C:6]2[CH:10]=[C:11]([C:13]([F:16])([F:15])[F:14])[CH:12]=[C:4]([N+:1]([O-:3])=[O:2])[CH:5]=2)=[O:9])[CH2:43][CH2:42][O:41][CH2:40][CH2:39]1.